The task is: Predict the reactants needed to synthesize the given product.. This data is from Full USPTO retrosynthesis dataset with 1.9M reactions from patents (1976-2016). (1) Given the product [ClH:39].[CH3:1][NH:2][CH2:10][C:11]1[S:12][C:13]([S:24]([C:27]2[CH:32]=[CH:31][CH:30]=[CH:29][CH:28]=2)(=[O:25])=[O:26])=[C:14]([C:17]2[CH:22]=[CH:21][CH:20]=[CH:19][C:18]=2[CH3:23])[C:15]=1[CH3:16], predict the reactants needed to synthesize it. The reactants are: [CH3:1][N:2]([CH2:10][C:11]1[S:12][C:13]([S:24]([C:27]2[CH:32]=[CH:31][CH:30]=[CH:29][CH:28]=2)(=[O:26])=[O:25])=[C:14]([C:17]2[CH:22]=[CH:21][CH:20]=[CH:19][C:18]=2[CH3:23])[C:15]=1[CH3:16])C(=O)OC(C)(C)C.C(OCC)(=O)C.[ClH:39]. (2) Given the product [Cl:27][C:28]1[CH:29]=[C:30]([CH:31]=[CH:32][CH:33]=1)[CH2:34][S:35]([NH:38][C:24]([CH:21]1[CH2:22][CH2:23][N:18]([C:4]2[C:3]([C:1]#[N:2])=[CH:8][C:7]([C:9]([O:11][CH2:12][CH3:13])=[O:10])=[C:6]([C:14]([F:16])([F:15])[F:17])[N:5]=2)[CH2:19][CH2:20]1)=[O:25])(=[O:36])=[O:37], predict the reactants needed to synthesize it. The reactants are: [C:1]([C:3]1[C:4]([N:18]2[CH2:23][CH2:22][CH:21]([C:24](O)=[O:25])[CH2:20][CH2:19]2)=[N:5][C:6]([C:14]([F:17])([F:16])[F:15])=[C:7]([C:9]([O:11][CH2:12][CH3:13])=[O:10])[CH:8]=1)#[N:2].[Cl:27][C:28]1[CH:29]=[C:30]([CH2:34][S:35]([NH2:38])(=[O:37])=[O:36])[CH:31]=[CH:32][CH:33]=1.